Dataset: Forward reaction prediction with 1.9M reactions from USPTO patents (1976-2016). Task: Predict the product of the given reaction. (1) Given the reactants Cl[C:2]1[N:3]=[CH:4][C:5]([C:8]([O:10][CH3:11])=[O:9])=[N:6][CH:7]=1.C(=O)([O-])[O-].[Cs+].[Cs+].[OH:18][C:19]1[CH:20]=[C:21]([CH:31]=[C:32]([O:34][C@H:35]([CH2:38][OH:39])[CH2:36][CH3:37])[CH:33]=1)[C:22]([NH:24][C:25]1[CH:29]=[CH:28][N:27]([CH3:30])[N:26]=1)=[O:23], predict the reaction product. The product is: [OH:39][CH2:38][C@@H:35]([O:34][C:32]1[CH:33]=[C:19]([O:18][C:2]2[N:3]=[CH:4][C:5]([C:8]([O:10][CH3:11])=[O:9])=[N:6][CH:7]=2)[CH:20]=[C:21]([C:22]([NH:24][C:25]2[CH:29]=[CH:28][N:27]([CH3:30])[N:26]=2)=[O:23])[CH:31]=1)[CH2:36][CH3:37]. (2) Given the reactants [CH2:1]([O:8][C:9]1[C:14]([C:15]#[N:16])=[C:13]([NH:17][NH2:18])[N:12]=[CH:11][CH:10]=1)[C:2]1[CH:7]=[CH:6][CH:5]=[CH:4][CH:3]=1.C(N(CC)CC)C.[CH:26]1([CH2:29][C:30](Cl)=[O:31])[CH2:28][CH2:27]1, predict the reaction product. The product is: [CH2:1]([O:8][C:9]1[CH:10]=[CH:11][N:12]=[C:13]([NH:17][NH:18][C:30](=[O:31])[CH2:29][CH:26]2[CH2:28][CH2:27]2)[C:14]=1[C:15]#[N:16])[C:2]1[CH:3]=[CH:4][CH:5]=[CH:6][CH:7]=1.